This data is from Full USPTO retrosynthesis dataset with 1.9M reactions from patents (1976-2016). The task is: Predict the reactants needed to synthesize the given product. Given the product [N:8]1[C:17]2[C:12](=[N:13][CH:14]=[CH:15][N:16]=2)[C:11]([NH:18][CH2:19][CH2:20][C:21]2[CH:26]=[CH:25][C:24]([O:28][C:29]3[CH:34]=[C:33]([C:35]([F:36])([F:37])[F:38])[CH:32]=[CH:31][N:30]=3)=[C:5]([O:4][C:1](=[O:3])[CH3:2])[CH:6]=2)=[N:10][CH:9]=1, predict the reactants needed to synthesize it. The reactants are: [C:1]([O:4][C:5](=O)[CH3:6])(=[O:3])[CH3:2].[N:8]1[C:17]2[C:12](=[N:13][CH:14]=[CH:15][N:16]=2)[C:11]([NH:18][CH2:19][CH2:20][C:21]2C=C[C:24]([O:28][C:29]3[CH:34]=[C:33]([C:35]([F:38])([F:37])[F:36])[CH:32]=[CH:31][N:30]=3)=[C:25](O)[CH:26]=2)=[N:10][CH:9]=1.N1C=CC=CC=1.